This data is from Reaction yield outcomes from USPTO patents with 853,638 reactions. The task is: Predict the reaction yield, written as a fraction of the theoretical maximum amount of product (1.0 means a 100% yield; for example, 0.34 means a 34% yield). (1) The yield is 0.710. The reactants are C1C(=O)N(Cl)C(=O)C1.C[S:10][CH2:11][CH2:12][O:13][C:14]1[CH:15]=[C:16]2[C:20](=[CH:21][CH:22]=1)[NH:19][C:18]([C:23]([O:25][CH2:26][CH3:27])=[O:24])=[CH:17]2. The catalyst is CN(C=O)C. The product is [S:10]1[C:15]2=[C:16]3[C:20](=[CH:21][CH:22]=[C:14]2[O:13][CH2:12][CH2:11]1)[NH:19][C:18]([C:23]([O:25][CH2:26][CH3:27])=[O:24])=[CH:17]3. (2) The reactants are [Br:1][C:2]1[CH:7]=[CH:6][C:5]([NH:8][C:9]2[C:17]([C:18]3[O:22][CH:21]=[N:20][CH:19]=3)=[CH:16][C:12]3[NH:13][CH:14]=[N:15][C:11]=3[C:10]=2[F:23])=[C:4]([Cl:24])[CH:3]=1.[Br:25][C:26]1[CH:31]=[CH:30][C:29]([NH:32][C:33]2[C:34]([CH:49]=[O:50])=[CH:35][C:36]3[N:40]([CH2:41][CH2:42][S:43]([CH3:46])(=[O:45])=[O:44])[CH:39]=[N:38][C:37]=3[C:47]=2[F:48])=[C:28]([Cl:51])[CH:27]=1.C([O-])([O-])=O.[K+].[K+].S([CH2:68][N+:69]#[C-:70])(C1C=CC(C)=CC=1)(=O)=O. The catalyst is CO. The product is [Br:1][C:2]1[CH:7]=[CH:6][C:5]([NH:8][C:9]2[C:17]([C:18]3[O:22][CH:21]=[N:20][CH:19]=3)=[CH:16][C:12]3[NH:13][CH:14]=[N:15][C:11]=3[C:10]=2[F:23])=[C:4]([Cl:24])[CH:3]=1.[Br:25][C:26]1[CH:31]=[CH:30][C:29]([NH:32][C:33]2[C:34]([C:49]3[O:50][CH:70]=[N:69][CH:68]=3)=[CH:35][C:36]3[N:40]([CH2:41][CH2:42][S:43]([CH3:46])(=[O:45])=[O:44])[CH:39]=[N:38][C:37]=3[C:47]=2[F:48])=[C:28]([Cl:51])[CH:27]=1. The yield is 0.180. (3) The reactants are [C:1]([C:5]1[C:6]([OH:18])=[C:7]([CH:12]=[C:13]([N+:15]([O-:17])=[O:16])[CH:14]=1)[C:8]([O:10][CH3:11])=[O:9])([CH3:4])([CH3:3])[CH3:2].[C:19](=O)([O-])[O-].[K+].[K+].S(OC)(OC)(=O)=O. The catalyst is CC(C)=O. The product is [C:1]([C:5]1[C:6]([O:18][CH3:19])=[C:7]([CH:12]=[C:13]([N+:15]([O-:17])=[O:16])[CH:14]=1)[C:8]([O:10][CH3:11])=[O:9])([CH3:4])([CH3:2])[CH3:3]. The yield is 0.870. (4) The reactants are P(Cl)(Cl)([Cl:3])=O.[CH2:6]([O:8][C:9]([C:11]1[C:16](O)=[C:15]([CH3:18])[C:14](=[O:19])[N:13]([CH3:20])[C:12]=1[CH3:21])=[O:10])[CH3:7]. No catalyst specified. The product is [CH2:6]([O:8][C:9]([C:11]1[C:16]([Cl:3])=[C:15]([CH3:18])[C:14](=[O:19])[N:13]([CH3:20])[C:12]=1[CH3:21])=[O:10])[CH3:7]. The yield is 0.890.